This data is from NCI-60 drug combinations with 297,098 pairs across 59 cell lines. The task is: Regression. Given two drug SMILES strings and cell line genomic features, predict the synergy score measuring deviation from expected non-interaction effect. (1) Drug 1: CC(C)(C#N)C1=CC(=CC(=C1)CN2C=NC=N2)C(C)(C)C#N. Drug 2: CN(C(=O)NC(C=O)C(C(C(CO)O)O)O)N=O. Cell line: PC-3. Synergy scores: CSS=-6.80, Synergy_ZIP=3.22, Synergy_Bliss=2.78, Synergy_Loewe=-4.44, Synergy_HSA=-4.02. (2) Drug 1: CC12CCC(CC1=CCC3C2CCC4(C3CC=C4C5=CN=CC=C5)C)O. Drug 2: CCC1=CC2CC(C3=C(CN(C2)C1)C4=CC=CC=C4N3)(C5=C(C=C6C(=C5)C78CCN9C7C(C=CC9)(C(C(C8N6C)(C(=O)OC)O)OC(=O)C)CC)OC)C(=O)OC.C(C(C(=O)O)O)(C(=O)O)O. Cell line: MDA-MB-435. Synergy scores: CSS=81.8, Synergy_ZIP=21.7, Synergy_Bliss=21.5, Synergy_Loewe=5.25, Synergy_HSA=22.2. (3) Synergy scores: CSS=16.9, Synergy_ZIP=-4.03, Synergy_Bliss=0.152, Synergy_Loewe=-10.3, Synergy_HSA=2.29. Drug 1: CC1=C2C(C(=O)C3(C(CC4C(C3C(C(C2(C)C)(CC1OC(=O)C(C(C5=CC=CC=C5)NC(=O)OC(C)(C)C)O)O)OC(=O)C6=CC=CC=C6)(CO4)OC(=O)C)O)C)O. Drug 2: C(CC(=O)O)C(=O)CN.Cl. Cell line: M14. (4) Drug 1: C1=NC2=C(N1)C(=S)N=C(N2)N. Drug 2: CC1=C(C=C(C=C1)C(=O)NC2=CC(=CC(=C2)C(F)(F)F)N3C=C(N=C3)C)NC4=NC=CC(=N4)C5=CN=CC=C5. Cell line: IGROV1. Synergy scores: CSS=28.5, Synergy_ZIP=0.648, Synergy_Bliss=0.320, Synergy_Loewe=-2.94, Synergy_HSA=-0.561. (5) Cell line: NCI/ADR-RES. Drug 2: CN(C(=O)NC(C=O)C(C(C(CO)O)O)O)N=O. Synergy scores: CSS=20.6, Synergy_ZIP=-5.76, Synergy_Bliss=-3.04, Synergy_Loewe=-45.8, Synergy_HSA=-4.51. Drug 1: C1CN1P(=S)(N2CC2)N3CC3. (6) Drug 1: C1CCN(CC1)CCOC2=CC=C(C=C2)C(=O)C3=C(SC4=C3C=CC(=C4)O)C5=CC=C(C=C5)O. Drug 2: CCC1=CC2CC(C3=C(CN(C2)C1)C4=CC=CC=C4N3)(C5=C(C=C6C(=C5)C78CCN9C7C(C=CC9)(C(C(C8N6C)(C(=O)OC)O)OC(=O)C)CC)OC)C(=O)OC.C(C(C(=O)O)O)(C(=O)O)O. Cell line: MDA-MB-231. Synergy scores: CSS=25.3, Synergy_ZIP=5.48, Synergy_Bliss=-2.66, Synergy_Loewe=-16.1, Synergy_HSA=-4.17. (7) Drug 1: C1=C(C(=O)NC(=O)N1)N(CCCl)CCCl. Drug 2: CC(C)NC(=O)C1=CC=C(C=C1)CNNC.Cl. Cell line: 786-0. Synergy scores: CSS=17.3, Synergy_ZIP=3.54, Synergy_Bliss=-3.46, Synergy_Loewe=-21.0, Synergy_HSA=-4.33.